Dataset: Catalyst prediction with 721,799 reactions and 888 catalyst types from USPTO. Task: Predict which catalyst facilitates the given reaction. (1) Reactant: [ClH:1].[NH2:2][CH2:3][C@@H:4]([C:6]1[C:14]2[S:13][C:12](=[O:15])[NH:11][C:10]=2[C:9]([OH:16])=[CH:8][CH:7]=1)[OH:5].[Br:17][C:18]1[CH:23]=[CH:22][C:21]([CH2:24][CH2:25][O:26][CH2:27][CH2:28][CH2:29][S:30][CH2:31][CH2:32][CH:33]=O)=[CH:20][CH:19]=1.C(O)(=O)C.C([BH3-])#N.[Na+]. Product: [ClH:1].[Br:17][C:18]1[CH:19]=[CH:20][C:21]([CH2:24][CH2:25][O:26][CH2:27][CH2:28][CH2:29][S:30][CH2:31][CH2:32][CH2:33][NH:2][CH2:3][C@@H:4]([C:6]2[C:14]3[S:13][C:12](=[O:15])[NH:11][C:10]=3[C:9]([OH:16])=[CH:8][CH:7]=2)[OH:5])=[CH:22][CH:23]=1. The catalyst class is: 5. (2) The catalyst class is: 13. Reactant: [F:1][C:2]([F:17])([F:16])[C:3]1[C:4](=[O:15])[NH:5][C:6](=[O:14])[N:7]([CH2:9][CH2:10][CH2:11][CH:12]=O)[CH:8]=1.[F:18][C:19]([F:33])([F:32])[C:20]1[CH:25]=[CH:24][C:23]([C@:26]23[CH2:31][C@H:30]2[CH2:29][NH:28][CH2:27]3)=[CH:22][CH:21]=1.CC(O)=O.[BH-](OC(C)=O)(OC(C)=O)OC(C)=O.[Na+].[Cl:52]C(Cl)C. Product: [ClH:52].[F:1][C:2]([F:17])([F:16])[C:3]1[C:4](=[O:15])[NH:5][C:6](=[O:14])[N:7]([CH2:9][CH2:10][CH2:11][CH2:12][N:28]2[CH2:29][C@H:30]3[C@:26]([C:23]4[CH:22]=[CH:21][C:20]([C:19]([F:18])([F:33])[F:32])=[CH:25][CH:24]=4)([CH2:31]3)[CH2:27]2)[CH:8]=1. (3) Reactant: [Br:1][C:2]1[C:3]([C:12]2[O:13][CH:14]=[CH:15][CH:16]=2)=[N:4][C:5]([NH2:11])=[N:6][C:7]=1[S:8]([CH3:10])=O.C(S)[C:18]1[CH:23]=[CH:22][CH:21]=[CH:20][CH:19]=1.C1CCN2C(=NCCC2)CC1. Product: [CH2:10]([S:8][C:7]1[C:2]([Br:1])=[C:3]([C:12]2[O:13][CH:14]=[CH:15][CH:16]=2)[N:4]=[C:5]([NH2:11])[N:6]=1)[C:18]1[CH:23]=[CH:22][CH:21]=[CH:20][CH:19]=1. The catalyst class is: 12. (4) Reactant: C1C=C(Cl)C=C(C(OO)=[O:9])C=1.[OH:12][C@@H:13]1[C@@H:18]([CH3:19])[CH2:17][N:16]([C:20]2[C:25]([N+:26]([O-:28])=[O:27])=[CH:24][N:23]=[C:22]3[CH2:29][CH2:30][CH2:31][C:21]=23)[CH2:15][C@H:14]1[NH:32][C:33](=[O:39])[O:34][C:35]([CH3:38])([CH3:37])[CH3:36]. Product: [OH:12][C@@H:13]1[C@@H:18]([CH3:19])[CH2:17][N:16]([C:20]2[C:25]([N+:26]([O-:28])=[O:27])=[CH:24][N+:23]([O-:9])=[C:22]3[CH2:29][CH2:30][CH2:31][C:21]=23)[CH2:15][C@H:14]1[NH:32][C:33](=[O:39])[O:34][C:35]([CH3:38])([CH3:37])[CH3:36]. The catalyst class is: 2. (5) Product: [OH:4][CH:5]([CH:9]([OH:32])[C:10]([NH:12][CH2:13][C:14]1[CH:27]=[CH:26][C:25]2[O:24][C:23]3[C:18]4=[C:19]([C:28](=[O:31])[NH:29][N:30]=[C:17]4[C:16]=2[CH:15]=1)[CH:20]=[CH:21][CH:22]=3)=[O:11])[C:6]([OH:8])=[O:7]. Reactant: C([O:4][CH:5]([CH:9]([O:32]C(=O)C)[C:10]([NH:12][CH2:13][C:14]1[CH:27]=[CH:26][C:25]2[O:24][C:23]3[C:18]4=[C:19]([C:28](=[O:31])[NH:29][N:30]=[C:17]4[C:16]=2[CH:15]=1)[CH:20]=[CH:21][CH:22]=3)=[O:11])[C:6]([OH:8])=[O:7])(=O)C.[OH-].[Na+]. The catalyst class is: 127. (6) Reactant: [S:1]1[C:5]2[CH:6]=[C:7]([NH:10][C:11]3[N:16]=[CH:15][C:14]([C:17]4[O:21][C:20]([CH:22]([NH:32]C(=O)OC(C)(C)C)[CH2:23][O:24][Si:25]([C:28]([CH3:31])([CH3:30])[CH3:29])([CH3:27])[CH3:26])=[N:19][N:18]=4)=[C:13]([NH:40][CH:41]([CH3:43])[CH3:42])[CH:12]=3)[CH:8]=[CH:9][C:4]=2[N:3]=[CH:2]1.N1C(C)=CC=CC=1C.[Si](OS(C(F)(F)F)(=O)=O)(C(C)(C)C)(C)C. Product: [NH2:32][CH:22]([C:20]1[O:21][C:17]([C:14]2[C:13]([NH:40][CH:41]([CH3:43])[CH3:42])=[CH:12][C:11]([NH:10][C:7]3[CH:8]=[CH:9][C:4]4[N:3]=[CH:2][S:1][C:5]=4[CH:6]=3)=[N:16][CH:15]=2)=[N:18][N:19]=1)[CH2:23][O:24][Si:25]([C:28]([CH3:31])([CH3:30])[CH3:29])([CH3:26])[CH3:27]. The catalyst class is: 2. (7) Reactant: [OH-].[Na+].[Cl:3][C:4]1[CH:9]=[CH:8][C:7]([C:10]2[CH:15]=[CH:14][C:13]([C:16]([NH:18][CH2:19][CH2:20][C:21]3[CH:31]=[CH:30][C:24]([C:25]([O:27]CC)=[O:26])=[CH:23][CH:22]=3)=[O:17])=[CH:12][CH:11]=2)=[CH:6][CH:5]=1.Cl. Product: [Cl:3][C:4]1[CH:5]=[CH:6][C:7]([C:10]2[CH:11]=[CH:12][C:13]([C:16]([NH:18][CH2:19][CH2:20][C:21]3[CH:22]=[CH:23][C:24]([C:25]([OH:27])=[O:26])=[CH:30][CH:31]=3)=[O:17])=[CH:14][CH:15]=2)=[CH:8][CH:9]=1. The catalyst class is: 14. (8) Reactant: [N+:1]([C:4]1[CH:5]=[CH:6][C:7]([N:10]2[CH2:15][CH2:14][NH:13][C:12](=[O:16])[CH2:11]2)=[N:8][CH:9]=1)([O-:3])=[O:2].C[Si]([N-][Si](C)(C)C)(C)C.[Na+].C1COCC1.[CH2:32](Br)[C:33]1[CH:38]=[CH:37][CH:36]=[CH:35][CH:34]=1. Product: [CH2:32]([N:13]1[CH2:14][CH2:15][N:10]([C:7]2[CH:6]=[CH:5][C:4]([N+:1]([O-:3])=[O:2])=[CH:9][N:8]=2)[CH2:11][C:12]1=[O:16])[C:33]1[CH:38]=[CH:37][CH:36]=[CH:35][CH:34]=1. The catalyst class is: 18.